From a dataset of Forward reaction prediction with 1.9M reactions from USPTO patents (1976-2016). Predict the product of the given reaction. (1) Given the reactants [CH3:1][S:2](Cl)(=[O:4])=[O:3].[OH:6][CH:7]1[CH2:12][CH2:11][CH:10]([C:13]([O:15][CH2:16][CH3:17])=[O:14])[CH2:9][CH2:8]1.C(N(CC)CC)C, predict the reaction product. The product is: [CH3:1][S:2]([O:6][CH:7]1[CH2:8][CH2:9][CH:10]([C:13]([O:15][CH2:16][CH3:17])=[O:14])[CH2:11][CH2:12]1)(=[O:4])=[O:3]. (2) Given the reactants [N+:1]([O-:4])([OH:3])=[O:2].C(O)(=O)C.[NH2:9][CH2:10][CH2:11][CH2:12][CH2:13][OH:14], predict the reaction product. The product is: [N+:1]([O-:4])([OH:3])=[O:2].[N+:1]([O:14][CH2:13][CH2:12][CH2:11][CH2:10][NH2:9])([O-:3])=[O:2]. (3) Given the reactants [NH2:1][C:2]1[C:3]([Cl:8])=[N:4][CH:5]=[CH:6][CH:7]=1.C(N(CC)CC)C.[Cl-].ClC1N(C)CC[NH+]1C.[CH3:25][C:26]1[C:31](=[O:32])[C:30]([CH3:33])=[C:29]([CH3:34])[C:28](=[O:35])[C:27]=1[CH2:36][C:37]1[CH:38]=[CH:39][C:40]([O:46][C:47](=[O:49])[CH3:48])=[C:41]([CH:45]=1)[C:42](O)=[O:43], predict the reaction product. The product is: [Cl:8][C:3]1[C:2]([NH:1][C:42](=[O:43])[C:41]2[CH:45]=[C:37]([CH2:36][C:27]3[C:28](=[O:35])[C:29]([CH3:34])=[C:30]([CH3:33])[C:31](=[O:32])[C:26]=3[CH3:25])[CH:38]=[CH:39][C:40]=2[O:46][C:47](=[O:49])[CH3:48])=[CH:7][CH:6]=[CH:5][N:4]=1. (4) Given the reactants [CH2:1]([C:8]1[NH:12][C:11]([C:13]2[C:17]([NH:18][C:19](=[O:28])[C:20]3[C:25]([F:26])=[CH:24][CH:23]=[CH:22][C:21]=3[F:27])=[CH:16][N:15](C3CCCCO3)[N:14]=2)=[N:10][C:9]=1[CH:35]=O)[C:2]1[CH:7]=[CH:6][CH:5]=[CH:4][CH:3]=1.[NH:37]1[CH2:42][CH2:41][O:40][CH2:39][CH2:38]1.C(O[BH-](OC(=O)C)OC(=O)C)(=O)C.[Na+], predict the reaction product. The product is: [CH2:1]([C:8]1[NH:12][C:11]([C:13]2[C:17]([NH:18][C:19](=[O:28])[C:20]3[C:21]([F:27])=[CH:22][CH:23]=[CH:24][C:25]=3[F:26])=[CH:16][NH:15][N:14]=2)=[N:10][C:9]=1[CH2:35][N:37]1[CH2:42][CH2:41][O:40][CH2:39][CH2:38]1)[C:2]1[CH:7]=[CH:6][CH:5]=[CH:4][CH:3]=1. (5) Given the reactants [CH3:1][O:2][C:3]([CH:5]1[CH2:10][CH2:9][CH:8]([C:11]2[CH:16]=[CH:15][CH:14]=[CH:13][CH:12]=2)[CH2:7][CH2:6]1)=[O:4].[N+]([O-])([O-])=O.[Tl+3].[N+]([O-])([O-])=O.[N+]([O-])([O-])=O.[Br:30]Br.[OH-].[Na+], predict the reaction product. The product is: [CH3:1][O:2][C:3]([CH:5]1[CH2:6][CH2:7][CH:8]([C:11]2[CH:16]=[CH:15][C:14]([Br:30])=[CH:13][CH:12]=2)[CH2:9][CH2:10]1)=[O:4]. (6) Given the reactants [CH2:1]([S:3]([N:6]1[CH2:11][CH2:10][CH:9]([C:12]2[C:20]3[C:15](=[C:16]([C:30]([NH2:32])=[O:31])[CH:17]=[C:18](B4OC(C)(C)C(C)(C)O4)[CH:19]=3)[NH:14][CH:13]=2)[CH2:8][CH2:7]1)(=[O:5])=[O:4])[CH3:2].Br[C:34]1[CH:35]=[C:36]([CH:39]=[C:40]([CH:42]=[O:43])[CH:41]=1)[C:37]#[N:38].C([O-])([O-])=O.[K+].[K+], predict the reaction product. The product is: [C:37]([C:36]1[CH:35]=[C:34]([C:18]2[CH:19]=[C:20]3[C:15](=[C:16]([C:30]([NH2:32])=[O:31])[CH:17]=2)[NH:14][CH:13]=[C:12]3[CH:9]2[CH2:10][CH2:11][N:6]([S:3]([CH2:1][CH3:2])(=[O:4])=[O:5])[CH2:7][CH2:8]2)[CH:41]=[C:40]([CH:42]=[O:43])[CH:39]=1)#[N:38]. (7) Given the reactants CON(C)[C:4](=[O:15])[CH:5]([NH:7][C:8](=[O:14])[O:9][C:10]([CH3:13])([CH3:12])[CH3:11])[CH3:6].C(=O)=O.C([Mg]Cl)(C)C.[CH2:25]([Mg]Cl)[C:26]1C=[CH:30][CH:29]=[CH:28][CH:27]=1.CC#[N:36], predict the reaction product. The product is: [O:15]=[C:4]([CH2:25][C:26]1[CH:27]=[CH:28][CH:29]=[CH:30][N:36]=1)[CH:5]([NH:7][C:8](=[O:14])[O:9][C:10]([CH3:11])([CH3:12])[CH3:13])[CH3:6]. (8) Given the reactants [Cl:1][C:2]1[S:6][C:5]([C:7]([OH:9])=O)=[CH:4][CH:3]=1.[NH2:10][CH2:11][C:12]1[N:13]=[CH:14][N:15]([C:17]2[CH:22]=[CH:21][C:20]([I:23])=[CH:19][CH:18]=2)[CH:16]=1.F[P-](F)(F)(F)(F)F.N1(O[P+](N(C)C)(N(C)C)N(C)C)C2C=CC=CC=2N=N1.O, predict the reaction product. The product is: [Cl:1][C:2]1[S:6][C:5]([C:7]([NH:10][CH2:11][C:12]2[N:13]=[CH:14][N:15]([C:17]3[CH:22]=[CH:21][C:20]([I:23])=[CH:19][CH:18]=3)[CH:16]=2)=[O:9])=[CH:4][CH:3]=1.